This data is from CYP2C9 inhibition data for predicting drug metabolism from PubChem BioAssay. The task is: Regression/Classification. Given a drug SMILES string, predict its absorption, distribution, metabolism, or excretion properties. Task type varies by dataset: regression for continuous measurements (e.g., permeability, clearance, half-life) or binary classification for categorical outcomes (e.g., BBB penetration, CYP inhibition). Dataset: cyp2c9_veith. (1) The drug is O=C(O)CSc1nc(C(F)(F)F)cc(=O)n1-c1ccccc1. The result is 0 (non-inhibitor). (2) The molecule is CN(C)c1ncc2nc(-c3ccc(Cl)cc3)c(=O)n(C3CC3)c2n1. The result is 0 (non-inhibitor). (3) The compound is NC(N)=NC(N)=NCCc1ccccc1. The result is 0 (non-inhibitor). (4) The compound is CC(C)COP(=O)(OCC(C)C)C(O)c1ccccc1F. The result is 0 (non-inhibitor).